This data is from Reaction yield outcomes from USPTO patents with 853,638 reactions. The task is: Predict the reaction yield, written as a fraction of the theoretical maximum amount of product (1.0 means a 100% yield; for example, 0.34 means a 34% yield). The reactants are [OH-].[K+].Cl[CH2:4][CH:5]([O:8][CH3:9])[O:6][CH3:7].O.[CH2:11]([OH:14])[CH2:12][OH:13]. No catalyst specified. The product is [CH3:7][O:6][CH:5]([O:8][CH3:9])[CH2:4][O:13][CH2:12][CH2:11][OH:14]. The yield is 0.449.